This data is from Forward reaction prediction with 1.9M reactions from USPTO patents (1976-2016). The task is: Predict the product of the given reaction. Given the reactants [CH2:1]([O:3][C:4](=[O:23])[CH2:5][C:6]1[CH:7]=[C:8]([C:14]2[CH:19]=[CH:18][C:17](Br)=[CH:16][C:15]=2[CH:21]=[O:22])[C:9]([O:12][CH3:13])=[CH:10][CH:11]=1)[CH3:2].[CH2:24]([O:26][C:27]1[CH:32]=[CH:31][C:30](B2OC(C)(C)C(C)(C)O2)=[CH:29][N:28]=1)[CH3:25], predict the reaction product. The product is: [CH2:1]([O:3][C:4](=[O:23])[CH2:5][C:6]1[CH:7]=[C:8]([C:14]2[CH:19]=[CH:18][C:17]([C:30]3[CH:29]=[N:28][C:27]([O:26][CH2:24][CH3:25])=[CH:32][CH:31]=3)=[CH:16][C:15]=2[CH:21]=[O:22])[C:9]([O:12][CH3:13])=[CH:10][CH:11]=1)[CH3:2].